This data is from Reaction yield outcomes from USPTO patents with 853,638 reactions. The task is: Predict the reaction yield, written as a fraction of the theoretical maximum amount of product (1.0 means a 100% yield; for example, 0.34 means a 34% yield). (1) The reactants are [Br:1][C:2]1[CH:7]=[CH:6][C:5]([OH:8])=[CH:4][CH:3]=1.Br[C:10]([CH3:14])([CH2:12][CH3:13])[CH3:11].C([O-])(O)=O.[Na+]. The catalyst is C1(C)C=CC=CC=1.C/C(/[O-])=C/C(C)=O.C/C(/[O-])=C/C(C)=O.[Ni+2]. The product is [Br:1][C:2]1[CH:7]=[CH:6][C:5]([O:8][C:10]([CH2:12][CH3:13])([CH3:14])[CH3:11])=[CH:4][CH:3]=1. The yield is 0.0617. (2) The product is [CH2:1]([O:8][C:9]1[C:10]([O:28][CH3:29])=[CH:11][C:12]([N+:25]([O-:27])=[O:26])=[C:13]([CH:24]=1)[C:14]([OH:16])=[O:15])[C:2]1[CH:3]=[CH:4][CH:5]=[CH:6][CH:7]=1. The catalyst is CCO.O. The yield is 0.940. The reactants are [CH2:1]([O:8][C:9]1[C:10]([O:28][CH3:29])=[CH:11][C:12]([N+:25]([O-:27])=[O:26])=[C:13]([CH:24]=1)[C:14]([O:16]CC1C=CC=CC=1)=[O:15])[C:2]1[CH:7]=[CH:6][CH:5]=[CH:4][CH:3]=1.[OH-].[Na+].